This data is from Reaction yield outcomes from USPTO patents with 853,638 reactions. The task is: Predict the reaction yield, written as a fraction of the theoretical maximum amount of product (1.0 means a 100% yield; for example, 0.34 means a 34% yield). (1) The reactants are Br[C:2]1[N:6]2[CH:7]=[CH:8][C:9]([C:11]([O:15][CH3:16])([O:13][CH3:14])[CH3:12])=[N:10][C:5]2=[N:4][CH:3]=1.C([Mg]Cl)(C)C.C([Sn](Cl)(CCCC)CCCC)CCC.Cl[C:37]1[CH:42]=[CH:41][N:40]=[C:39]([C:43]2[CH:48]=[CH:47][N:46]=[CH:45][CH:44]=2)[N:38]=1. The catalyst is C1COCC1.C1C=CC([P]([Pd]([P](C2C=CC=CC=2)(C2C=CC=CC=2)C2C=CC=CC=2)([P](C2C=CC=CC=2)(C2C=CC=CC=2)C2C=CC=CC=2)[P](C2C=CC=CC=2)(C2C=CC=CC=2)C2C=CC=CC=2)(C2C=CC=CC=2)C2C=CC=CC=2)=CC=1. The product is [CH3:14][O:13][C:11]([C:9]1[CH:8]=[CH:7][N:6]2[C:2]([C:41]3[CH:42]=[CH:37][N:38]=[C:39]([C:43]4[CH:48]=[CH:47][N:46]=[CH:45][CH:44]=4)[N:40]=3)=[CH:3][N:4]=[C:5]2[N:10]=1)([O:15][CH3:16])[CH3:12]. The yield is 0.280. (2) The catalyst is C(O)C. The product is [Cl:1][C:2]1[CH:11]=[C:10]2[C:5]([NH:6][C:7](=[O:20])[C:8]3[N:9]2[N:12]=[C:13]([C:15]([OH:17])=[O:16])[N:14]=3)=[CH:4][CH:3]=1. The yield is 0.990. The reactants are [Cl:1][C:2]1[CH:11]=[C:10]2[C:5]([NH:6][C:7](=[O:20])[C:8]3[N:9]2[N:12]=[C:13]([C:15]([O:17]CC)=[O:16])[N:14]=3)=[CH:4][CH:3]=1.[OH-].[Na+].O. (3) The reactants are C([O-])([O-])=O.[K+].[K+].[C:7]1([C:13]2[O:17][N:16]=[C:15]([CH2:18]OS(C)(=O)=O)[CH:14]=2)[CH:12]=[CH:11][CH:10]=[CH:9][CH:8]=1.Cl.[NH2:25][CH2:26][C:27]([N:29]1[CH2:34][CH2:33][N:32]([C:35](=[O:46])[C:36]2[CH:41]=[CH:40][CH:39]=[CH:38][C:37]=2[C:42]([F:45])([F:44])[F:43])[CH2:31][CH2:30]1)=[O:28].O. The catalyst is CN(C=O)C. The product is [C:7]1([C:13]2[O:17][N:16]=[C:15]([CH2:18][NH:25][CH2:26][C:27]([N:29]3[CH2:30][CH2:31][N:32]([C:35](=[O:46])[C:36]4[CH:41]=[CH:40][CH:39]=[CH:38][C:37]=4[C:42]([F:45])([F:43])[F:44])[CH2:33][CH2:34]3)=[O:28])[CH:14]=2)[CH:8]=[CH:9][CH:10]=[CH:11][CH:12]=1. The yield is 0.0920. (4) The reactants are [Cl:1][C:2]1[N:7]=[CH:6][C:5]([O:8][CH3:9])=[C:4]([Cl:10])[N:3]=1.[CH:11]([Mg]Br)=[CH2:12].ClC1C(=O)C(C#N)=C(C#N)C(=O)C=1Cl. The catalyst is O1CCCC1. The product is [Cl:1][C:2]1[N:7]=[C:6]([CH:11]=[CH2:12])[C:5]([O:8][CH3:9])=[C:4]([Cl:10])[N:3]=1. The yield is 0.600. (5) The reactants are [CH3:1][N:2]([CH3:21])[CH2:3][C:4]([N:6]1[C:15]2[C:10](=[CH:11][C:12]([O:19][CH3:20])=[C:13]([N+:16]([O-])=O)[CH:14]=2)[CH2:9][CH2:8][CH2:7]1)=[O:5].[H][H]. The catalyst is CO.[Pd]. The product is [CH3:21][N:2]([CH2:3][C:4]([N:6]1[C:15]2[C:10](=[CH:11][C:12]([O:19][CH3:20])=[C:13]([NH2:16])[CH:14]=2)[CH2:9][CH2:8][CH2:7]1)=[O:5])[CH3:1]. The yield is 0.750.